Dataset: Forward reaction prediction with 1.9M reactions from USPTO patents (1976-2016). Task: Predict the product of the given reaction. The product is: [Si:13]([O:6][CH2:5][C:4](=[CH2:3])[CH2:7][OH:8])([C:9]([CH3:12])([CH3:11])[CH3:10])([CH3:16])[CH3:15]. Given the reactants [H-].[Na+].[CH2:3]=[C:4]([CH2:7][OH:8])[CH2:5][OH:6].[C:9]([Si:13]([CH3:16])([CH3:15])Cl)([CH3:12])([CH3:11])[CH3:10].[Cl-].[NH4+], predict the reaction product.